From a dataset of Reaction yield outcomes from USPTO patents with 853,638 reactions. Predict the reaction yield, written as a fraction of the theoretical maximum amount of product (1.0 means a 100% yield; for example, 0.34 means a 34% yield). (1) The reactants are Cl[C:2]1[CH:3]=[C:4]([CH:9]=[C:10]([Cl:12])[N:11]=1)[C:5]([O:7][CH3:8])=[O:6].[CH:13]([NH2:16])([CH3:15])[CH3:14].C([O-])([O-])=O.[Cs+].[Cs+].C1C=CC(P(C2C(C3C(P(C4C=CC=CC=4)C4C=CC=CC=4)=CC=C4C=3C=CC=C4)=C3C(C=CC=C3)=CC=2)C2C=CC=CC=2)=CC=1. The catalyst is C1(C)C=CC=CC=1.CC([O-])=O.CC([O-])=O.[Pd+2]. The product is [Cl:12][C:10]1[CH:9]=[C:4]([CH:3]=[C:2]([NH:16][CH:13]([CH3:15])[CH3:14])[N:11]=1)[C:5]([O:7][CH3:8])=[O:6]. The yield is 0.273. (2) The reactants are [CH3:1][O:2][C:3]1[CH:8]=[CH:7][C:6]([CH:9]2[CH2:14][CH2:13][CH:12]([CH2:15][CH2:16][OH:17])[CH2:11][CH2:10]2)=[CH:5][CH:4]=1.C(=O)(O)[O-].[Na+].CC(OI1(OC(C)=O)(OC(C)=O)OC(=O)C2C=CC=CC1=2)=O. The catalyst is ClCCl. The product is [CH3:1][O:2][C:3]1[CH:8]=[CH:7][C:6]([CH:9]2[CH2:14][CH2:13][CH:12]([CH2:15][CH:16]=[O:17])[CH2:11][CH2:10]2)=[CH:5][CH:4]=1. The yield is 0.520. (3) The reactants are Br[C:2]1[CH:3]=[C:4]2[C:9](=[N:10][CH:11]=1)[NH:8][C:7](=[O:12])[CH2:6][CH2:5]2.[CH3:13][N:14]([CH2:19][C:20]1[CH2:21][C:22]2[C:27]([C:28]=1[CH3:29])=[CH:26][CH:25]=[CH:24][CH:23]=2)[C:15](=[O:18])[CH:16]=[CH2:17].CCN(C(C)C)C(C)C. The catalyst is C(#N)CC.C([O-])(=O)C.[Pd+2].C([O-])(=O)C. The yield is 0.410. The product is [CH3:13][N:14]([CH2:19][C:20]1[CH2:21][C:22]2[C:27]([C:28]=1[CH3:29])=[CH:26][CH:25]=[CH:24][CH:23]=2)[C:15](=[O:18])/[CH:16]=[CH:17]/[C:2]1[CH:11]=[N:10][C:9]2[NH:8][C:7](=[O:12])[CH2:6][CH2:5][C:4]=2[CH:3]=1. (4) The reactants are C(OC([N:8](C(OC(C)(C)C)=O)[C:9]1[CH:14]=[C:13]([C:15]2[C:16]([CH3:21])=[N:17][O:18][C:19]=2[CH3:20])[N:12]=[C:11](S(C)(=O)=O)[N:10]=1)=O)(C)(C)C.[Cl:33][C:34]1[CH:39]=[CH:38][C:37]([NH:40]C=O)=[CH:36][CH:35]=1.[H-].[Na+].CO. The catalyst is O1CCOCC1.O. The product is [Cl:33][C:34]1[CH:39]=[CH:38][C:37]([NH:40][C:11]2[N:10]=[C:9]([NH2:8])[CH:14]=[C:13]([C:15]3[C:16]([CH3:21])=[N:17][O:18][C:19]=3[CH3:20])[N:12]=2)=[CH:36][CH:35]=1. The yield is 0.260. (5) The reactants are [CH2:1]([O:8][N:9]1[C:15](=[O:16])[N:14]2[CH2:17][C@H:10]1[CH2:11][CH2:12][C@H:13]2[C:18]([OH:20])=O)[C:2]1[CH:7]=[CH:6][CH:5]=[CH:4][CH:3]=1.[NH2:21][O:22][CH2:23][C:24]([NH2:26])=[O:25].ON1C2C=CC=CC=2N=N1.Cl.C(N=C=NCCCN(C)C)C. The catalyst is C(Cl)Cl. The product is [NH2:26][C:24](=[O:25])[CH2:23][O:22][NH:21][C:18]([C@@H:13]1[CH2:12][CH2:11][C@@H:10]2[CH2:17][N:14]1[C:15](=[O:16])[N:9]2[O:8][CH2:1][C:2]1[CH:3]=[CH:4][CH:5]=[CH:6][CH:7]=1)=[O:20]. The yield is 0.810. (6) The catalyst is COCCOCCOC.CC(OC)(C)C.Cl[Pd](Cl)([P](C1C=CC=CC=1)(C1C=CC=CC=1)C1C=CC=CC=1)[P](C1C=CC=CC=1)(C1C=CC=CC=1)C1C=CC=CC=1.[Cu]I. The yield is 0.400. The product is [F:24][C:18]1[CH:19]=[C:20]([F:23])[CH:21]=[CH:22][C:17]=1[NH:16][C:13]1[CH:14]=[CH:15][C:10]([C:8]([C:6]2[CH:7]=[C:2]([C:29]#[C:28][CH2:27][N:30]3[CH2:35][CH2:34][O:33][CH2:32][CH2:31]3)[CH:3]=[CH:4][C:5]=2[O:25][CH3:26])=[O:9])=[CH:11][CH:12]=1. The reactants are Br[C:2]1[CH:3]=[CH:4][C:5]([O:25][CH3:26])=[C:6]([C:8]([C:10]2[CH:15]=[CH:14][C:13]([NH:16][C:17]3[CH:22]=[CH:21][C:20]([F:23])=[CH:19][C:18]=3[F:24])=[CH:12][CH:11]=2)=[O:9])[CH:7]=1.[CH2:27]([N:30]1[CH2:35][CH2:34][O:33][CH2:32][CH2:31]1)[C:28]#[CH:29].C([O-])([O-])=O.[Cs+].[Cs+].C(N(CC)C(C)C)(C)C.